This data is from Full USPTO retrosynthesis dataset with 1.9M reactions from patents (1976-2016). The task is: Predict the reactants needed to synthesize the given product. (1) Given the product [CH3:27][O:28][C:7]1[CH:6]=[C:5]2[C:10](=[CH:9][CH:8]=1)[CH2:1][N:2]([CH2:11][CH2:12][CH2:13][CH2:14][O:15][C:16]1[N:25]=[C:24]3[C:19]([CH2:20][CH2:21][C:22](=[O:26])[NH:23]3)=[CH:18][CH:17]=1)[CH2:3][CH2:4]2, predict the reactants needed to synthesize it. The reactants are: [CH2:1]1[C:10]2[C:5](=[CH:6][CH:7]=[CH:8][CH:9]=2)[CH2:4][CH2:3][N:2]1[CH2:11][CH2:12][CH2:13][CH2:14][O:15][C:16]1[N:25]=[C:24]2[C:19]([CH2:20][CH2:21][C:22](=[O:26])[NH:23]2)=[CH:18][CH:17]=1.[CH3:27][O:28]C1C=C2C(=CC=1)CNCC2. (2) The reactants are: [Br:1][C:2]1[CH:7]=[CH:6][C:5]([CH2:8][C:9]2[C:10](=[O:17])[NH:11][NH:12][C:13]=2[CH:14]([CH3:16])[CH3:15])=[CH:4][CH:3]=1.[CH3:18][C:19]([O:21][CH2:22][C@H:23]1[O:28][C@H:27](Br)[C@H:26]([O:30][C:31]([CH3:33])=[O:32])[C@@H:25]([O:34][C:35]([CH3:37])=[O:36])[C@@H:24]1[O:38][C:39]([CH3:41])=[O:40])=[O:20].[OH-].[Na+]. Given the product [C:31]([O:30][C@@H:26]1[C@@H:25]([O:34][C:35](=[O:36])[CH3:37])[C@H:24]([O:38][C:39](=[O:40])[CH3:41])[C@@H:23]([CH2:22][O:21][C:19](=[O:20])[CH3:18])[O:28][C@H:27]1[O:17][C:10]1[C:9]([CH2:8][C:5]2[CH:6]=[CH:7][C:2]([Br:1])=[CH:3][CH:4]=2)=[C:13]([CH:14]([CH3:15])[CH3:16])[NH:12][N:11]=1)(=[O:32])[CH3:33], predict the reactants needed to synthesize it. (3) The reactants are: [OH:1][C:2]1[N:10]=[CH:9][CH:8]=[CH:7][C:3]=1[C:4]([OH:6])=[O:5].[OH-].[Na+].[F:13][C:14]([F:24])([F:23])[C:15]1[CH:22]=[CH:21][C:18]([CH2:19]Br)=[CH:17][CH:16]=1. Given the product [O:1]=[C:2]1[C:3]([C:4]([OH:6])=[O:5])=[CH:7][CH:8]=[CH:9][N:10]1[CH2:19][C:18]1[CH:17]=[CH:16][C:15]([C:14]([F:13])([F:23])[F:24])=[CH:22][CH:21]=1, predict the reactants needed to synthesize it. (4) Given the product [C:39]([CH2:1][O:2][C:3]1[C:5]2[S:9][C:8]3[CH:10]=[C:11]([NH:34][CH:29]4[CH2:28][CH2:27][CH2:26][CH2:36][CH2:35]4)[CH:12]=[CH:13][C:7]=3[C:6]=2[S:20][C:21]=1[C:22]([OH:24])=[O:23])([OH:41])=[O:40].[CH3:25][O:24][C:22]([C:21]1[S:20][C:6]2[C:7]3[CH:13]=[CH:12][C:11]([C:14]([O:16][CH2:17][CH:18]=[CH2:19])=[O:15])=[CH:10][C:8]=3[S:9][C:5]=2[C:3]=1[O:4][CH2:38][C:39]([O:41][CH2:42][CH3:43])=[O:40])=[O:23], predict the reactants needed to synthesize it. The reactants are: [CH3:1][O:2][C:3]([C:5]1[S:9][C:8]2[CH:10]=[C:11]([C:14]([O:16][CH2:17][CH:18]=[CH2:19])=[O:15])[CH:12]=[CH:13][C:7]=2[C:6]=1[S:20][CH2:21][C:22]([O:24][CH3:25])=[O:23])=[O:4].[CH2:26]1[CH2:36][CH2:35][N:34]2[C:29](=NCCC2)[CH2:28][CH2:27]1.Br[CH2:38][C:39]([O:41][CH2:42][CH3:43])=[O:40].C([O-])([O-])=O.[K+].[K+].[NH4+].[Cl-]. (5) Given the product [F:10][C:4]1[CH:3]=[C:2]([CH:16]=[O:17])[CH:9]=[CH:8][C:5]=1[C:6]#[N:7], predict the reactants needed to synthesize it. The reactants are: Br[C:2]1[CH:9]=[CH:8][C:5]([C:6]#[N:7])=[C:4]([F:10])[CH:3]=1.C([Mg]Cl)(C)C.[CH:16](N1CCCCC1)=[O:17].Cl. (6) Given the product [Cl:32][C:20]1[C:21]([C:23]2[C:31]3[C:26](=[CH:27][CH:28]=[CH:29][CH:30]=3)[NH:25][CH:24]=2)=[N:22][C:17]([NH:16][CH:13]2[CH2:14][CH2:15][N:10]([C:8]([C:5]3[CH:6]=[CH:7][C:2]([NH:1][C:47](=[O:48])/[CH:46]=[CH:42]/[CH2:40][N:36]([CH3:35])[CH3:37])=[CH:3][C:4]=3[F:33])=[O:9])[CH2:11][CH2:12]2)=[N:18][CH:19]=1, predict the reactants needed to synthesize it. The reactants are: [NH2:1][C:2]1[CH:7]=[CH:6][C:5]([C:8]([N:10]2[CH2:15][CH2:14][CH:13]([NH:16][C:17]3[N:22]=[C:21]([C:23]4[C:31]5[C:26](=[CH:27][CH:28]=[CH:29][CH:30]=5)[NH:25][CH:24]=4)[C:20]([Cl:32])=[CH:19][N:18]=3)[CH2:12][CH2:11]2)=[O:9])=[C:4]([F:33])[CH:3]=1.C[CH2:35][N:36]([CH:40]([CH3:42])C)[CH:37](C)C.BrC/C=[CH:46]/[C:47](Cl)=[O:48].CNC. (7) The reactants are: Cl[C:2]1[C:21]([C:22]2[N:26](C3CCCCO3)[N:25]=[CH:24][CH:23]=2)=[CH:20][C:5]([C:6]([NH:8][C:9]2[CH:14]=[CH:13][C:12]([O:15][C:16]([Cl:19])([F:18])[F:17])=[CH:11][CH:10]=2)=[O:7])=[CH:4][N:3]=1.Cl.[NH:34]1[CH2:39][CH2:38][CH2:37][C@@H:36]([OH:40])[CH2:35]1. Given the product [Cl:19][C:16]([F:18])([F:17])[O:15][C:12]1[CH:13]=[CH:14][C:9]([NH:8][C:6](=[O:7])[C:5]2[CH:20]=[C:21]([C:22]3[NH:26][N:25]=[CH:24][CH:23]=3)[C:2]([N:34]3[CH2:39][CH2:38][CH2:37][C@@H:36]([OH:40])[CH2:35]3)=[N:3][CH:4]=2)=[CH:10][CH:11]=1, predict the reactants needed to synthesize it. (8) Given the product [Br:1][CH2:18][C:19]([C:21]1[N:30]=[C:29]([NH:31][CH2:32][C:33]2[CH:38]=[CH:37][CH:36]=[CH:35][N:34]=2)[C:28]2[C:23](=[CH:24][CH:25]=[CH:26][C:27]=2[C:39]2[CH:44]=[CH:43][CH:42]=[CH:41][CH:40]=2)[N:22]=1)=[O:20], predict the reactants needed to synthesize it. The reactants are: [Br:1]N1C(=O)CCC1=O.O1CCOCC1.O.C([O:18][C:19]([C:21]1[N:30]=[C:29]([NH:31][CH2:32][C:33]2[CH:38]=[CH:37][CH:36]=[CH:35][N:34]=2)[C:28]2[C:23](=[CH:24][CH:25]=[CH:26][C:27]=2[C:39]2[CH:44]=[CH:43][CH:42]=[CH:41][CH:40]=2)[N:22]=1)=[CH2:20])C.